From a dataset of Reaction yield outcomes from USPTO patents with 853,638 reactions. Predict the reaction yield, written as a fraction of the theoretical maximum amount of product (1.0 means a 100% yield; for example, 0.34 means a 34% yield). (1) The reactants are [Br:1][C:2]1[C:3]([N:20]2[CH2:25][CH2:24][CH2:23][C@@H:22]([NH:26]C(=O)OC(C)(C)C)[CH2:21]2)=[C:4]2[C:10]([NH:11][C:12]([C:14]3[CH:19]=[N:18][CH:17]=[CH:16][N:15]=3)=[O:13])=[CH:9][NH:8][C:5]2=[N:6][CH:7]=1.C(O)(C(F)(F)F)=O.C(Cl)[Cl:42]. No catalyst specified. The product is [ClH:42].[NH2:26][C@@H:22]1[CH2:23][CH2:24][CH2:25][N:20]([C:3]2[C:2]([Br:1])=[CH:7][N:6]=[C:5]3[NH:8][CH:9]=[C:10]([NH:11][C:12]([C:14]4[CH:19]=[N:18][CH:17]=[CH:16][N:15]=4)=[O:13])[C:4]=23)[CH2:21]1. The yield is 0.330. (2) The reactants are [C:1]([O:5][C:6](=[O:18])[CH2:7]/[N:8]=[CH:9]/[CH2:10][C:11]([CH2:16][CH3:17])([CH2:14][CH3:15])[CH2:12][CH3:13])([CH3:4])([CH3:3])[CH3:2].[Cl:19][C:20]1[C:21]([F:38])=[C:22](/[CH:26]=[C:27](/[C:30]2[CH:35]=[CH:34][C:33]([Cl:36])=[CH:32][C:31]=2[F:37])\[C:28]#[N:29])[CH:23]=[CH:24][CH:25]=1.C(N(CC)CC)C.C1CCN2C(=NCCC2)CC1. The catalyst is ClCCl.C(O)(C)(C)C. The product is [C:1]([O:5][C:6]([CH:7]1[CH:26]([C:22]2[CH:23]=[CH:24][CH:25]=[C:20]([Cl:19])[C:21]=2[F:38])[C:27]([C:30]2[CH:35]=[CH:34][C:33]([Cl:36])=[CH:32][C:31]=2[F:37])([C:28]#[N:29])[CH:9]([CH2:10][C:11]([CH2:12][CH3:13])([CH2:16][CH3:17])[CH2:14][CH3:15])[NH:8]1)=[O:18])([CH3:3])([CH3:2])[CH3:4]. The yield is 0.570. (3) The reactants are CO[C:3](=[O:20])[C:4]([OH:19])=[CH:5][C:6](=[O:18])[N:7]([CH2:9][C:10]1[CH:15]=[CH:14][C:13]([Cl:16])=[C:12]([Cl:17])[CH:11]=1)[CH3:8].C=O.NCC1C=CN=CC=1.ClC1C=[C:34](C=CC=1Cl)[CH2:35][N:36](C)[C:37]([C:39]1[CH2:40][N:41](C)[C:42](=O)[C:43]=1O)=O. No catalyst specified. The product is [Cl:17][C:12]1[CH:11]=[C:10]([CH:15]=[CH:14][C:13]=1[Cl:16])[CH2:9][N:7]([CH3:8])[C:6]([C:5]1[CH:35]([CH3:34])[N:36]([C:37]2[CH:39]=[CH:40][N:41]=[CH:42][CH:43]=2)[C:3](=[O:20])[C:4]=1[OH:19])=[O:18]. The yield is 0.0500. (4) The product is [F:1][C:2]([F:15])([F:14])[S:3]([O:6][C:17]1[C:47]2[C:42](=[CH:43][CH:44]=[CH:45][CH:46]=2)[CH:20]2[O:21][CH2:22][C:23]([C:36]3[CH:41]=[CH:40][CH:39]=[CH:38][CH:37]=3)([C:25]3[CH:30]=[CH:29][C:28]([N:31]4[CH2:35][CH2:34][CH2:33][CH2:32]4)=[CH:27][CH:26]=3)[CH:24]=[C:19]2[C:18]=1[C:48]([O:50][CH3:51])=[O:49])(=[O:5])=[O:4]. The catalyst is C(Cl)Cl. The yield is 0.580. The reactants are [F:1][C:2]([F:15])([F:14])[S:3]([O:6]S(C(F)(F)F)(=O)=O)(=[O:5])=[O:4].O[C:17]1[C:47]2[C:42](=[CH:43][CH:44]=[CH:45][CH:46]=2)[CH:20]2[O:21][CH2:22][C:23]([C:36]3[CH:41]=[CH:40][CH:39]=[CH:38][CH:37]=3)([C:25]3[CH:30]=[CH:29][C:28]([N:31]4[CH2:35][CH2:34][CH2:33][CH2:32]4)=[CH:27][CH:26]=3)[CH:24]=[C:19]2[C:18]=1[C:48]([O:50][CH3:51])=[O:49].N1C=CC=CC=1. (5) The reactants are [C:1]1([CH:7]([C:13]([O:15][CH2:16][CH3:17])=[O:14])[C:8]([O:10][CH2:11][CH3:12])=[O:9])[CH:6]=[CH:5][CH:4]=[CH:3][CH:2]=1.[CH3:18][C:19](=[CH2:22])[CH2:20]Br. The catalyst is CN(C=O)C.O. The product is [C:1]1([C:7]([CH2:20][C:19]([CH3:22])=[CH2:18])([C:8]([O:10][CH2:11][CH3:12])=[O:9])[C:13]([O:15][CH2:16][CH3:17])=[O:14])[CH:2]=[CH:3][CH:4]=[CH:5][CH:6]=1. The yield is 0.950. (6) The reactants are [S:1]1[C:5]2[CH:6]=[CH:7][CH:8]=[CH:9][C:4]=2[N:3]=[C:2]1[N:10]1[C:14](=[O:15])[CH:13]=[C:12]([C:16]2[CH:21]=[CH:20][C:19]([CH3:22])=[C:18]([Br:23])[CH:17]=2)[NH:11]1.CO[CH:26](OC)[N:27]([CH3:29])[CH3:28]. The catalyst is C1COCC1. The product is [S:1]1[C:5]2[CH:6]=[CH:7][CH:8]=[CH:9][C:4]=2[N:3]=[C:2]1[N:10]1[C:14](=[O:15])[C:13](=[CH:26][N:27]([CH3:29])[CH3:28])[C:12]([C:16]2[CH:21]=[CH:20][C:19]([CH3:22])=[C:18]([Br:23])[CH:17]=2)=[N:11]1. The yield is 0.850. (7) The reactants are Cl.[F:2][C:3]1[CH:8]=[CH:7][C:6]([CH:9]([C:17]2[CH:22]=[CH:21][C:20]([F:23])=[CH:19][CH:18]=2)[CH:10]2[C:15](=[O:16])[CH2:14][CH2:13][NH:12][CH2:11]2)=[CH:5][CH:4]=1.Cl[CH2:25][C:26]1[CH:31]=[C:30]([N+:32]([O-:34])=[O:33])[CH:29]=[CH:28][C:27]=1[OH:35].C(=O)([O-])[O-].[K+].[K+]. The catalyst is CN(C)C=O. The product is [F:2][C:3]1[CH:8]=[CH:7][C:6]([CH:9]([C:17]2[CH:18]=[CH:19][C:20]([F:23])=[CH:21][CH:22]=2)[CH:10]2[C:15](=[O:16])[CH2:14][CH2:13][N:12]([CH2:25][C:26]3[CH:31]=[C:30]([N+:32]([O-:34])=[O:33])[CH:29]=[CH:28][C:27]=3[OH:35])[CH2:11]2)=[CH:5][CH:4]=1. The yield is 0.420. (8) The reactants are [C:1]([O:5][C:6]([N:8]1[CH2:13][CH2:12][CH:11]([C:14]([OH:16])=O)[CH2:10][CH2:9]1)=[O:7])([CH3:4])([CH3:3])[CH3:2].ON1C2C=CC=CC=2N=N1.CN1CCOCC1.Cl.CN(C)CCCN=C=N.O[N:45]=[C:46]([NH2:56])[CH2:47][C:48]1[CH:53]=[CH:52][C:51]([S:54][CH3:55])=[CH:50][CH:49]=1. The catalyst is ClCCl.O1CCOCC1. The product is [CH3:55][S:54][C:51]1[CH:50]=[CH:49][C:48]([CH2:47][C:46]2[N:45]=[C:14]([CH:11]3[CH2:10][CH2:9][N:8]([C:6]([O:5][C:1]([CH3:2])([CH3:3])[CH3:4])=[O:7])[CH2:13][CH2:12]3)[O:16][N:56]=2)=[CH:53][CH:52]=1. The yield is 0.540.